From a dataset of Reaction yield outcomes from USPTO patents with 853,638 reactions. Predict the reaction yield, written as a fraction of the theoretical maximum amount of product (1.0 means a 100% yield; for example, 0.34 means a 34% yield). (1) The reactants are [Cl:1][C:2]1[CH:7]=[CH:6][C:5]([C:8]2[N:9]=[C:10]([N:29]3[CH:33]=[CH:32][N:31]=[C:30]3[CH3:34])[O:11][C:12]=2[CH2:13][CH2:14][CH2:15][O:16][C:17]2[CH:22]=[CH:21][CH:20]=[CH:19][C:18]=2[CH2:23][CH2:24][C:25](OC)=[O:26])=[CH:4][CH:3]=1.[H-].[Al+3].[Li+].[H-].[H-].[H-].O.O.O.O.O.O.O.O.O.O.S([O-])([O-])(=O)=O.[Na+].[Na+]. The catalyst is O1CCCC1. The product is [Cl:1][C:2]1[CH:3]=[CH:4][C:5]([C:8]2[N:9]=[C:10]([N:29]3[CH:33]=[CH:32][N:31]=[C:30]3[CH3:34])[O:11][C:12]=2[CH2:13][CH2:14][CH2:15][O:16][C:17]2[CH:22]=[CH:21][CH:20]=[CH:19][C:18]=2[CH2:23][CH2:24][CH2:25][OH:26])=[CH:6][CH:7]=1. The yield is 0.650. (2) The reactants are Br[C:2]1[CH:3]=[CH:4][C:5]2[C:11]3[S:12][C:13]([C:15]([N:17]([C:19]4[CH:24]=[C:23]([C:25](=[O:31])[N:26]([CH2:28][CH2:29][OH:30])[CH3:27])[CH:22]=[CH:21][C:20]=4[Cl:32])[CH3:18])=[O:16])=[CH:14][C:10]=3[CH2:9][CH2:8][O:7][C:6]=2[CH:33]=1.CC1(C)C2C(=C(P(C3C=CC=CC=3)C3C=CC=CC=3)C=CC=2)[O:55][C:37]2C(P(C3C=CC=CC=3)C3C=CC=CC=3)=CC=CC1=2.[CH3:76][S:77]([CH2:80][CH2:81][NH2:82])(=[O:79])=[O:78].Cl.C([O-])([O-])=O.[Na+].[Na+]. The catalyst is C1(C)C=CC=CC=1.CC([O-])=O.CC([O-])=O.[Pd+2]. The product is [Cl:32][C:20]1[CH:21]=[CH:22][C:23]([C:25](=[O:31])[N:26]([CH2:28][CH2:29][OH:30])[CH3:27])=[CH:24][C:19]=1[N:17]([CH3:18])[C:15]([C:13]1[S:12][C:11]2[C:5]3[CH:4]=[CH:3][C:2]([C:37]([NH:82][CH2:81][CH2:80][S:77]([CH3:76])(=[O:79])=[O:78])=[O:55])=[CH:33][C:6]=3[O:7][CH2:8][CH2:9][C:10]=2[CH:14]=1)=[O:16]. The yield is 0.120. (3) No catalyst specified. The reactants are [CH3:1][C:2]1[O:6][N:5]=[C:4]([C:7]2[CH:12]=[CH:11][N:10]=[CH:9][N:8]=2)[C:3]=1[CH2:13][O:14][C:15]1[CH:23]=[CH:22][C:18]([C:19]([OH:21])=O)=[CH:17][N:16]=1.[NH:24]1[CH2:29][CH2:28][S:27][CH2:26][CH2:25]1. The product is [CH3:1][C:2]1[O:6][N:5]=[C:4]([C:7]2[CH:12]=[CH:11][N:10]=[CH:9][N:8]=2)[C:3]=1[CH2:13][O:14][C:15]1[N:16]=[CH:17][C:18]([C:19]([N:24]2[CH2:29][CH2:28][S:27][CH2:26][CH2:25]2)=[O:21])=[CH:22][CH:23]=1. The yield is 0.700. (4) The reactants are [F:1][C:2]1[CH:3]=[N:4][C:5]([N:8]2[CH2:12][CH:11]([C:13]([OH:15])=O)[N:10]([CH3:16])[C:9]2=[O:17])=[N:6][CH:7]=1.C(N1CCOCC1)C.O.ON1C2C=CC=CC=2N=N1.Cl.C(N=C=NCCCN(C)C)C.[Cl:49][C:50]1[CH:55]=[C:54]([Cl:56])[CH:53]=[CH:52][C:51]=1[CH2:57][NH2:58]. The catalyst is ClCCl.C(OCC)C. The product is [Cl:49][C:50]1[CH:55]=[C:54]([Cl:56])[CH:53]=[CH:52][C:51]=1[CH2:57][NH:58][C:13]([CH:11]1[CH2:12][N:8]([C:5]2[N:6]=[CH:7][C:2]([F:1])=[CH:3][N:4]=2)[C:9](=[O:17])[N:10]1[CH3:16])=[O:15]. The yield is 0.535. (5) The reactants are C(O)(C(F)(F)F)=O.[Cl:8][C:9]1[C:14]([N:15]2[CH:44]=[CH:43][C:18]3[N:19]=[C:20]([NH:23][C:24]4[CH:29]=[CH:28][C:27]([N:30]5[CH2:35][CH2:34][N:33](C(OC(C)(C)C)=O)[CH2:32][CH2:31]5)=[CH:26][CH:25]=4)[N:21]=[CH:22][C:17]=3[C:16]2=[O:45])=[CH:13][CH:12]=[CH:11][N:10]=1. The catalyst is C(Cl)Cl. The product is [Cl:8][C:9]1[C:14]([N:15]2[CH:44]=[CH:43][C:18]3[N:19]=[C:20]([NH:23][C:24]4[CH:29]=[CH:28][C:27]([N:30]5[CH2:31][CH2:32][NH:33][CH2:34][CH2:35]5)=[CH:26][CH:25]=4)[N:21]=[CH:22][C:17]=3[C:16]2=[O:45])=[CH:13][CH:12]=[CH:11][N:10]=1. The yield is 0.600. (6) The reactants are [OH:1][NH2:2].C([O:5][C:6](=O)[CH2:7][CH2:8][CH2:9][CH2:10][CH2:11][CH2:12][N:13]([C:20]1[CH:25]=[C:24]([O:26][CH2:27][CH2:28][CH3:29])[CH:23]=[CH:22][N:21]=1)[C:14]1[CH:19]=[CH:18][CH:17]=[CH:16][N:15]=1)C. The catalyst is CN(C=O)C.CO. The product is [OH:1][NH:2][C:6](=[O:5])[CH2:7][CH2:8][CH2:9][CH2:10][CH2:11][CH2:12][N:13]([C:20]1[CH:25]=[C:24]([O:26][CH2:27][CH2:28][CH3:29])[CH:23]=[CH:22][N:21]=1)[C:14]1[CH:19]=[CH:18][CH:17]=[CH:16][N:15]=1. The yield is 0.500. (7) The reactants are [OH:1][C:2]1[CH:3]=[C:4]([C:11]([O:13][CH2:14][CH3:15])=[O:12])[CH:5]=[C:6]2[C:10]=1[NH:9][N:8]=[CH:7]2.[H-].[Na+].I[CH2:19][CH3:20]. The catalyst is CN(C=O)C. The product is [CH2:19]([O:1][C:2]1[CH:3]=[C:4]([C:11]([O:13][CH2:14][CH3:15])=[O:12])[CH:5]=[C:6]2[C:10]=1[NH:9][N:8]=[CH:7]2)[CH3:20]. The yield is 0.380.